Dataset: TCR-epitope binding with 47,182 pairs between 192 epitopes and 23,139 TCRs. Task: Binary Classification. Given a T-cell receptor sequence (or CDR3 region) and an epitope sequence, predict whether binding occurs between them. Result: 0 (the TCR does not bind to the epitope). The epitope is FLNGSCGSV. The TCR CDR3 sequence is CASSLDEGVRPYNEQFF.